Dataset: Peptide-MHC class I binding affinity with 185,985 pairs from IEDB/IMGT. Task: Regression. Given a peptide amino acid sequence and an MHC pseudo amino acid sequence, predict their binding affinity value. This is MHC class I binding data. (1) The peptide sequence is SVKTQFNYFK. The MHC is HLA-A31:01 with pseudo-sequence HLA-A31:01. The binding affinity (normalized) is 0.706. (2) The peptide sequence is AVDLSHFLR. The MHC is HLA-B54:01 with pseudo-sequence HLA-B54:01. The binding affinity (normalized) is 0. (3) The peptide sequence is HASHYTIPW. The MHC is HLA-B45:06 with pseudo-sequence HLA-B45:06. The binding affinity (normalized) is 0.213. (4) The peptide sequence is ALSMGINTV. The MHC is HLA-B18:01 with pseudo-sequence HLA-B18:01. The binding affinity (normalized) is 0.0847. (5) The peptide sequence is MGYQAYSSW. The MHC is HLA-B58:01 with pseudo-sequence HLA-B58:01. The binding affinity (normalized) is 1.00. (6) The peptide sequence is DALLAQLYR. The MHC is H-2-Kb with pseudo-sequence H-2-Kb. The binding affinity (normalized) is 0. (7) The MHC is HLA-A30:01 with pseudo-sequence HLA-A30:01. The binding affinity (normalized) is 0.883. The peptide sequence is SIKRSNVFA. (8) The peptide sequence is DPNPQEVVL. The MHC is HLA-A26:01 with pseudo-sequence HLA-A26:01. The binding affinity (normalized) is 0. (9) The peptide sequence is VMAAVCLQI. The MHC is HLA-A02:01 with pseudo-sequence HLA-A02:01. The binding affinity (normalized) is 0.750. (10) The peptide sequence is AFHHIAREK. The MHC is HLA-A24:02 with pseudo-sequence HLA-A24:02. The binding affinity (normalized) is 0.